From a dataset of Reaction yield outcomes from USPTO patents with 853,638 reactions. Predict the reaction yield, written as a fraction of the theoretical maximum amount of product (1.0 means a 100% yield; for example, 0.34 means a 34% yield). (1) The reactants are [Br:1][C:2]1[CH:13]=[CH:12][C:5]2[O:6][CH2:7][CH2:8][CH2:9][C:10](=[O:11])[C:4]=2[CH:3]=1.[Br:14]Br. The catalyst is CCOCC. The product is [Br:14][CH:9]1[CH2:8][CH2:7][O:6][C:5]2[CH:12]=[CH:13][C:2]([Br:1])=[CH:3][C:4]=2[C:10]1=[O:11]. The yield is 0.890. (2) The reactants are [C:1]([O:5][C:6]([N:8]1[CH2:13][CH2:12][CH:11]([N:14]2[C:18]3[CH:19]=[CH:20][CH:21]=[CH:22][C:17]=3[NH:16][C:15]2=[O:23])[CH2:10][CH2:9]1)=[O:7])([CH3:4])([CH3:3])[CH3:2].C[Si]([N-][Si](C)(C)C)(C)C.[K+].Br[CH2:35][C:36]#[N:37]. The catalyst is C1COCC1. The product is [C:1]([O:5][C:6]([N:8]1[CH2:13][CH2:12][CH:11]([N:14]2[C:18]3[CH:19]=[CH:20][CH:21]=[CH:22][C:17]=3[N:16]([CH2:35][C:36]#[N:37])[C:15]2=[O:23])[CH2:10][CH2:9]1)=[O:7])([CH3:4])([CH3:2])[CH3:3]. The yield is 0.670. (3) The yield is 0.0800. The product is [NH:8]1[C:16]2[CH:15]=[C:14]([NH:17][C:18]3[N:19]=[CH:20][C:21]([C:24]([NH2:25])=[O:31])=[N:22][CH:23]=3)[N:13]=[CH:12][C:11]=2[N:10]=[CH:9]1. The reactants are COC1C=CC(C[N:8]2[C:16]3[CH:15]=[C:14]([NH:17][C:18]4[N:19]=[CH:20][C:21]([C:24]#[N:25])=[N:22][CH:23]=4)[N:13]=[CH:12][C:11]=3[N:10]=[CH:9]2)=CC=1.FC(F)(F)C(O)=[O:31]. No catalyst specified. (4) The reactants are [C:1]([O:5][C:6]([NH:8][CH2:9][CH2:10][CH2:11][CH2:12][CH2:13][NH2:14])=[O:7])([CH3:4])([CH3:3])[CH3:2].C(N(CC)CC)C.[Cl:22][CH2:23][CH2:24][S:25](Cl)(=[O:27])=[O:26]. The catalyst is ClCCl. The product is [C:1]([O:5][C:6]([NH:8][CH2:9][CH2:10][CH2:11][CH2:12][CH2:13][NH:14][S:25]([CH2:24][CH2:23][Cl:22])(=[O:27])=[O:26])=[O:7])([CH3:4])([CH3:3])[CH3:2]. The yield is 1.00. (5) The reactants are [C:1]([O:5][C:6]([N:8]1[CH2:12][C@@H:11]([O:13][CH2:14][C:15]2[CH:20]=[CH:19][C:18]([C:21]([O:23][CH3:24])=[O:22])=[CH:17][CH:16]=2)[CH2:10][C@H:9]1[C:25]([OH:27])=O)=[O:7])([CH3:4])([CH3:3])[CH3:2].C(Cl)CCl.N1C2C(=NC=CC=2)N(O)N=1.[C@H:42]1([NH2:52])[C:51]2[C:46](=[CH:47][CH:48]=[CH:49][CH:50]=2)[CH2:45][CH2:44][CH2:43]1.CN1CCOCC1. The catalyst is CN(C=O)C.C(OCC)(=O)C.[Cl-].[Na+].O. The product is [CH3:24][O:23][C:21]([C:18]1[CH:17]=[CH:16][C:15]([CH2:14][O:13][C@@H:11]2[CH2:12][N:8]([C:6]([O:5][C:1]([CH3:2])([CH3:4])[CH3:3])=[O:7])[C@H:9]([C:25](=[O:27])[NH:52][C@H:42]3[C:51]4[C:46](=[CH:47][CH:48]=[CH:49][CH:50]=4)[CH2:45][CH2:44][CH2:43]3)[CH2:10]2)=[CH:20][CH:19]=1)=[O:22]. The yield is 0.810. (6) The reactants are [CH3:1][O:2][C:3]1[CH:4]=[C:5]2[C:10](=[CH:11][C:12]=1[O:13][CH3:14])[N:9]=[CH:8][CH:7]=[C:6]2[O:15][C:16]1[CH:22]=[CH:21][C:19]([NH2:20])=[CH:18][CH:17]=1.Cl[C:24](Cl)([O:26][C:27](=[O:33])OC(Cl)(Cl)Cl)Cl.[CH:35]1(CO)[CH2:37][CH2:36]1.C(=O)(O)[O-].[Na+]. The catalyst is C(Cl)Cl.C(N(CC)CC)C.C1(C)C=CC=CC=1. The product is [CH3:1][O:2][C:3]1[CH:4]=[C:5]2[C:10](=[CH:11][C:12]=1[O:13][CH3:14])[N:9]=[CH:8][CH:7]=[C:6]2[O:15][C:16]1[CH:22]=[CH:21][C:19]([NH:20][C:27](=[O:33])[O:26][CH2:24][CH:35]2[CH2:37][CH2:36]2)=[CH:18][CH:17]=1. The yield is 0.340. (7) The reactants are [Li+].CC([N-]C(C)C)C.[C:9]([O:13][C:14]([N:16]1[CH2:21][CH2:20][CH2:19][C:18](=[O:22])[CH2:17]1)=[O:15])([CH3:12])([CH3:11])[CH3:10].C1C=CC(N([S:30]([C:33]([F:36])([F:35])[F:34])(=[O:32])=[O:31])[S:30]([C:33]([F:36])([F:35])[F:34])(=[O:32])=[O:31])=CC=1. The catalyst is C1COCC1. The product is [C:9]([O:13][C:14]([N:16]1[CH2:17][C:18]([O:22][S:30]([C:33]([F:36])([F:35])[F:34])(=[O:32])=[O:31])=[CH:19][CH2:20][CH2:21]1)=[O:15])([CH3:12])([CH3:10])[CH3:11]. The yield is 0.300. (8) The reactants are Br[CH2:2][CH2:3][N:4]1[C:8]([CH2:9]Cl)=[CH:7][C:6]([N+:11]([O-:13])=[O:12])=[N:5]1.[CH3:14][O:15][CH2:16][CH2:17][NH2:18].CS(C)=O. The catalyst is C(OCC)(=O)C. The product is [CH3:14][O:15][CH2:16][CH2:17][N:18]1[CH2:2][CH2:3][N:4]2[N:5]=[C:6]([N+:11]([O-:13])=[O:12])[CH:7]=[C:8]2[CH2:9]1. The yield is 0.750. (9) The reactants are C(OC([N:8]1[CH2:12][CH2:11][CH2:10][C@H:9]1[CH2:13][O:14][C:15]1[CH:20]=[CH:19][C:18]([O:21][C:22]2[CH:27]=[CH:26][C:25]([CH3:28])=[CH:24][CH:23]=2)=[CH:17][CH:16]=1)=O)(C)(C)C.[ClH:29]. The catalyst is O1CCOCC1. The product is [ClH:29].[C:25]1([CH3:28])[CH:24]=[CH:23][C:22]([O:21][C:18]2[CH:19]=[CH:20][C:15]([O:14][CH2:13][C@@H:9]3[CH2:10][CH2:11][CH2:12][NH:8]3)=[CH:16][CH:17]=2)=[CH:27][CH:26]=1.[C:25]1([CH3:28])[CH:24]=[CH:23][C:22]([O:21][C:18]2[CH:19]=[CH:20][C:15]([O:14][CH2:13][C@@H:9]3[CH2:10][CH2:11][CH2:12][NH:8]3)=[CH:16][CH:17]=2)=[CH:27][CH:26]=1. The yield is 0.930.